From a dataset of Reaction yield outcomes from USPTO patents with 853,638 reactions. Predict the reaction yield, written as a fraction of the theoretical maximum amount of product (1.0 means a 100% yield; for example, 0.34 means a 34% yield). (1) The catalyst is CCO. The product is [Cl:2][C:3]1[CH:4]=[C:5]([N:9]2[CH:19]=[C:13]([C:14]([O:16][CH2:17][CH3:18])=[O:15])[CH:11]=[N:10]2)[CH:6]=[CH:7][CH:8]=1. The yield is 0.650. The reactants are Cl.[Cl:2][C:3]1[CH:4]=[C:5]([NH:9][NH2:10])[CH:6]=[CH:7][CH:8]=1.[CH:11]([CH:13]([CH:19]=O)[C:14]([O:16][CH2:17][CH3:18])=[O:15])=O. (2) The reactants are [CH2:1]([O:3][C:4]1[CH:5]=[C:6]([CH:12]([NH2:18])[CH2:13][S:14]([CH3:17])(=[O:16])=[O:15])[CH:7]=[CH:8][C:9]=1[O:10][CH3:11])[CH3:2].[C:19]([NH:22][C:23]1[CH:33]=[CH:32][CH:31]=[C:25]2[C:26]([O:28][C:29](=O)[C:24]=12)=[O:27])(=[O:21])[CH3:20]. The catalyst is C(O)(=O)C. The product is [CH2:1]([O:3][C:4]1[CH:5]=[C:6]([CH:12]([N:18]2[C:29](=[O:28])[C:24]3[C:25](=[CH:31][CH:32]=[CH:33][C:23]=3[NH:22][C:19](=[O:21])[CH3:20])[C:26]2=[O:27])[CH2:13][S:14]([CH3:17])(=[O:16])=[O:15])[CH:7]=[CH:8][C:9]=1[O:10][CH3:11])[CH3:2]. The yield is 0.590. (3) The reactants are I[C:2]1[CH:3]=[C:4]([C:8]2[S:9][CH:10]=[C:11]([C:13]3[CH:18]=[CH:17][CH:16]=[CH:15][N:14]=3)[N:12]=2)[CH:5]=[CH:6][CH:7]=1.[CH3:19][N:20](C)C=O. The catalyst is C1(C)C=CC=CC=1.[C-]#N.[Zn+2].[C-]#N.C1C=CC([P]([Pd]([P](C2C=CC=CC=2)(C2C=CC=CC=2)C2C=CC=CC=2)([P](C2C=CC=CC=2)(C2C=CC=CC=2)C2C=CC=CC=2)[P](C2C=CC=CC=2)(C2C=CC=CC=2)C2C=CC=CC=2)(C2C=CC=CC=2)C2C=CC=CC=2)=CC=1. The product is [C:19]([C:2]1[CH:3]=[C:4]([C:8]2[S:9][CH:10]=[C:11]([C:13]3[CH:18]=[CH:17][CH:16]=[CH:15][N:14]=3)[N:12]=2)[CH:5]=[CH:6][CH:7]=1)#[N:20]. The yield is 0.300. (4) The reactants are [CH3:1][C:2](C)([O-:4])[CH3:3].[K+].[Br:7][C:8]1[CH:9]=[C:10]([Cl:15])[C:11](Cl)=[N:12][CH:13]=1. The catalyst is C(O)(C)C. The product is [Br:7][C:8]1[CH:9]=[C:10]([Cl:15])[C:11]([O:4][CH:2]([CH3:3])[CH3:1])=[N:12][CH:13]=1. The yield is 0.580. (5) The reactants are Br[C:2]1[CH:7]=[CH:6][C:5]([Br:8])=[CH:4][N:3]=1.[Li]CCCC.CN([CH:17]=[O:18])C. The catalyst is C1(C)C=CC=CC=1. The product is [Br:8][C:5]1[CH:6]=[CH:7][C:2]([CH:17]=[O:18])=[N:3][CH:4]=1. The yield is 0.310. (6) The reactants are [C:1]1([NH:7][N:8]=[CH:9][C:10](O)=O)[CH:6]=[CH:5][CH:4]=[CH:3][CH:2]=1.C1C(=O)N([Br:20])C(=O)C1.[C:21]([O:25][CH3:26])(=[O:24])[C:22]#C.C(N(CC)CC)C. The catalyst is CN(C=O)C.O. The product is [Br:20][C:9]1[CH:10]=[C:22]([C:21]([O:25][CH3:26])=[O:24])[N:7]([C:1]2[CH:2]=[CH:3][CH:4]=[CH:5][CH:6]=2)[N:8]=1. The yield is 0.190. (7) The reactants are [N:1]1([C:7]([O:9][C:10]([CH3:13])([CH3:12])[CH3:11])=[O:8])[CH2:6][CH2:5][NH:4][CH2:3][CH2:2]1.Br[CH2:15][C:16]1[CH:17]=[CH:18][C:19]([F:22])=[N:20][CH:21]=1. The catalyst is CN(C)C=O. The product is [F:22][C:19]1[N:20]=[CH:21][C:16]([CH2:15][N:4]2[CH2:5][CH2:6][N:1]([C:7]([O:9][C:10]([CH3:13])([CH3:12])[CH3:11])=[O:8])[CH2:2][CH2:3]2)=[CH:17][CH:18]=1. The yield is 0.840. (8) The reactants are [CH2:1]([O:8][C:9]1[CH:16]=[CH:15][C:12]([CH:13]=O)=[C:11]([NH:17][CH2:18][C@@H:19]([OH:21])[CH3:20])[CH:10]=1)[C:2]1[CH:7]=[CH:6][CH:5]=[CH:4][CH:3]=1.[N:22]([O-])=O.[Na+]. The catalyst is C(O)(=O)C.O.[Zn]. The product is [CH2:1]([O:8][C:9]1[CH:10]=[C:11]2[C:12]([CH:13]=[N:22][N:17]2[CH2:18][C@@H:19]([OH:21])[CH3:20])=[CH:15][CH:16]=1)[C:2]1[CH:7]=[CH:6][CH:5]=[CH:4][CH:3]=1. The yield is 0.440. (9) The reactants are [NH2:1][C@H:2]([CH3:18])[CH2:3][N:4]1[CH:8]=[CH:7][C:6]([C:9]2[CH:16]=[CH:15][C:12]([C:13]#[N:14])=[C:11]([Cl:17])[CH:10]=2)=[N:5]1.[C:19]([O:23][C:24]([NH:26][CH2:27][C:28]1[NH:29][C:30]([C:33](O)=[O:34])=[CH:31][N:32]=1)=[O:25])([CH3:22])([CH3:21])[CH3:20]. No catalyst specified. The product is [Cl:17][C:11]1[CH:10]=[C:9]([C:6]2[CH:7]=[CH:8][N:4]([CH2:3][C@H:2]([NH:1][C:33]([C:30]3[NH:29][C:28]([CH2:27][NH:26][C:24](=[O:25])[O:23][C:19]([CH3:21])([CH3:20])[CH3:22])=[N:32][CH:31]=3)=[O:34])[CH3:18])[N:5]=2)[CH:16]=[CH:15][C:12]=1[C:13]#[N:14]. The yield is 1.00.